Dataset: Forward reaction prediction with 1.9M reactions from USPTO patents (1976-2016). Task: Predict the product of the given reaction. (1) Given the reactants [NH:1]1[C:5](=[O:6])[CH2:4][CH2:3][C:2]1=[O:7].[H-].[Na+].Br[CH2:11][C:12]1[CH:17]=[CH:16][C:15]([B:18]([OH:20])[OH:19])=[CH:14][CH:13]=1, predict the reaction product. The product is: [O:7]=[C:2]1[CH2:3][CH2:4][C:5](=[O:6])[N:1]1[CH2:11][C:12]1[CH:17]=[CH:16][C:15]([B:18]([OH:20])[OH:19])=[CH:14][CH:13]=1. (2) The product is: [CH:64]1([C:63]#[C:62][C:2]2[C:3]([C:22]3[CH:23]=[CH:24][C:25]([C:28]#[N:29])=[CH:26][CH:27]=3)=[N:4][C:5]([NH:8][CH2:9][C@H:10]3[CH2:14][CH2:13][NH:12][CH2:11]3)=[N:6][CH:7]=2)[CH2:65][CH2:60]1. Given the reactants Cl[C:2]1[C:3]([C:22]2[CH:27]=[CH:26][C:25]([C:28]#[N:29])=[CH:24][CH:23]=2)=[N:4][C:5]([NH:8][CH2:9][C@H:10]2[CH2:14][CH2:13][N:12](C(OC(C)(C)C)=O)[CH2:11]2)=[N:6][CH:7]=1.C#C.C1CC1.CC(C1C=C(C(C)C)C(C2C=CC=CC=2P([CH:60]2[CH2:65][CH2:64][CH2:63][CH2:62]C2)[CH:64]2[CH2:65][CH2:60]C[CH2:62][CH2:63]2)=C(C(C)C)C=1)C.C([O-])([O-])=O.[K+].[K+].C(O)(C(F)(F)F)=O, predict the reaction product. (3) Given the reactants [Cl:1][C:2]1[C:3]([I:14])=[C:4]([CH:11]=[CH:12][CH:13]=1)[C:5](N(OC)C)=[O:6].[H-].C([Al+]CC(C)C)C(C)C, predict the reaction product. The product is: [Cl:1][C:2]1[C:3]([I:14])=[C:4]([CH:11]=[CH:12][CH:13]=1)[CH:5]=[O:6]. (4) Given the reactants Cl[C:2]1[CH:7]=[C:6]([O:8][CH:9]2[CH2:13][CH2:12][CH2:11][CH2:10]2)[N:5]=[C:4]2[CH2:14][CH2:15][CH2:16][C:3]=12.CC1(C)C(C)(C)OB([CH2:25][C:26]2[CH:31]=[CH:30][C:29]([CH2:32][C:33]([O:35]C)=[O:34])=[CH:28][CH:27]=2)O1.C([O-])([O-])=O.[Na+].[Na+].[Cl-], predict the reaction product. The product is: [CH:9]1([O:8][C:6]2[N:5]=[C:4]3[CH2:14][CH2:15][CH2:16][C:3]3=[C:2]([CH2:25][C:26]3[CH:27]=[CH:28][C:29]([CH2:32][C:33]([OH:35])=[O:34])=[CH:30][CH:31]=3)[CH:7]=2)[CH2:13][CH2:12][CH2:11][CH2:10]1.